Dataset: Forward reaction prediction with 1.9M reactions from USPTO patents (1976-2016). Task: Predict the product of the given reaction. (1) Given the reactants C(=O)([O-])[O-].[K+].[K+].F[B-](F)(F)F.C([PH+](C(C)(C)C)C(C)(C)C)(C)(C)C.Br[C:26]1[CH:27]=[N:28][C:29]([N:32]2[C:40]3[C:35](=[CH:36][CH:37]=[C:38]([C:41]([N:43]4[CH2:48][CH2:47][O:46][CH2:45][CH2:44]4)=[O:42])[CH:39]=3)[C:34]([CH:49]([OH:51])[CH3:50])=[N:33]2)=[N:30][CH:31]=1.[CH3:52][C:53]1[CH:54]=[C:55](B(O)O)[CH:56]=[CH:57][CH:58]=1, predict the reaction product. The product is: [OH:51][CH:49]([C:34]1[C:35]2[C:40](=[CH:39][C:38]([C:41]([N:43]3[CH2:48][CH2:47][O:46][CH2:45][CH2:44]3)=[O:42])=[CH:37][CH:36]=2)[N:32]([C:29]2[N:28]=[CH:27][C:26]([C:57]3[CH:58]=[C:53]([CH3:52])[CH:54]=[CH:55][CH:56]=3)=[CH:31][N:30]=2)[N:33]=1)[CH3:50]. (2) Given the reactants [CH3:1][O:2][C:3](=[O:28])[NH:4][CH:5]([C:9]([N:11]1[CH2:15][CH2:14][CH2:13][CH:12]1[C:16]1[NH:17][C:18]([C:21]2[CH:26]=[CH:25][C:24](Br)=[CH:23][CH:22]=2)=[CH:19][N:20]=1)=[O:10])[CH:6]([CH3:8])[CH3:7].[CH3:29][O:30][C:31](=[O:59])[NH:32][CH:33]([C:37]([N:39]1[CH2:43][C:42]([F:45])([F:44])[CH2:41][CH:40]1[C:46]1[NH:47][C:48]([C:51]2[CH:56]=[CH:55][C:54]([C:57]#[CH:58])=[CH:53][CH:52]=2)=[CH:49][N:50]=1)=[O:38])[CH:34]([CH3:36])[CH3:35].CO[C:62](=O)[NH:63]C(C(N1CCCC1C1NC(C2C=CC(C#C)=CC=2)=CN=1)=O)C(C)C, predict the reaction product. The product is: [CH3:1][O:2][C:3](=[O:28])[NH:4][CH:5]([C:9]([N:11]1[CH2:15][CH:14]([C:62]#[N:63])[CH2:13][CH:12]1[C:16]1[NH:17][C:18]([C:21]2[CH:26]=[CH:25][C:24]([C:58]#[C:57][C:54]3[CH:53]=[CH:52][C:51]([C:48]4[NH:47][C:46]([CH:40]5[CH2:41][C:42]([F:45])([F:44])[CH2:43][N:39]5[C:37](=[O:38])[CH:33]([NH:32][C:31]([O:30][CH3:29])=[O:59])[CH:34]([CH3:36])[CH3:35])=[N:50][CH:49]=4)=[CH:56][CH:55]=3)=[CH:23][CH:22]=2)=[CH:19][N:20]=1)=[O:10])[CH:6]([CH3:8])[CH3:7]. (3) Given the reactants [F:1][C:2]1[CH:46]=[CH:45][C:5]([C:6](/[N:8]=[C:9]2/[N:10]([C@H:33]3[CH2:38][CH2:37][C@@H:36]([C:39](=[O:44])[NH:40][CH:41]([CH3:43])[CH3:42])[CH2:35][CH2:34]3)[C:11]3[CH:16]=[C:15]([O:17][CH:18]4[CH2:23][CH2:22][N:21]([CH2:24][C:25]([O:27]C(C)(C)C)=[O:26])[CH2:20][CH2:19]4)[N:14]=[CH:13][C:12]=3[NH:32]/2)=[O:7])=[CH:4][CH:3]=1.[ClH:47], predict the reaction product. The product is: [ClH:47].[F:1][C:2]1[CH:3]=[CH:4][C:5]([C:6](/[N:8]=[C:9]2/[N:10]([C@H:33]3[CH2:38][CH2:37][C@@H:36]([C:39](=[O:44])[NH:40][CH:41]([CH3:43])[CH3:42])[CH2:35][CH2:34]3)[C:11]3[CH:16]=[C:15]([O:17][CH:18]4[CH2:23][CH2:22][N:21]([CH2:24][C:25]([OH:27])=[O:26])[CH2:20][CH2:19]4)[N:14]=[CH:13][C:12]=3[NH:32]/2)=[O:7])=[CH:45][CH:46]=1. (4) Given the reactants [CH2:1]([NH:5][C:6]1[C:15]2[C:10](=[CH:11][CH:12]=[CH:13][CH:14]=2)[N:9]=[CH:8][C:7]=1[N+:16]([O-])=O)[CH2:2][CH2:3][CH3:4].[C:19](O)(=O)[CH2:20][OH:21], predict the reaction product. The product is: [CH2:1]([N:5]1[C:6]2[C:15]3[CH:14]=[CH:13][CH:12]=[CH:11][C:10]=3[N:9]=[CH:8][C:7]=2[N:16]=[C:19]1[CH2:20][OH:21])[CH2:2][CH2:3][CH3:4]. (5) Given the reactants [CH3:1][O:2][C:3]1[CH:25]=[C:24]([O:26][CH3:27])[CH:23]=[CH:22][C:4]=1[CH2:5][N:6]([C:17]1[S:18][CH:19]=[CH:20][N:21]=1)[S:7]([C:10]1[CH:15]=[CH:14][C:13](I)=[CH:12][N:11]=1)(=[O:9])=[O:8].CC(C)([O-])C.[Na+].[CH3:34][C:35]1([CH3:75])[C:48]2C=CC=C(P(C3C=CC=CC=3)C3C=CC=CC=3)[C:43]=2OC2[C:36]1=CC=CC=2P(C1C=CC=CC=1)C1C=CC=CC=1.[NH2:76][C:77]1[S:78]C=C(C2C=CC(Cl)=CC=2)[N:81]=1.O1CCOCC1, predict the reaction product. The product is: [C:35]([C:48]1[N:76]=[C:77]([NH:81][C:13]2[CH:14]=[CH:15][C:10]([S:7]([N:6]([CH2:5][C:4]3[CH:22]=[CH:23][C:24]([O:26][CH3:27])=[CH:25][C:3]=3[O:2][CH3:1])[C:17]3[S:18][CH:19]=[CH:20][N:21]=3)(=[O:9])=[O:8])=[N:11][CH:12]=2)[S:78][CH:43]=1)([CH3:75])([CH3:36])[CH3:34]. (6) Given the reactants [NH:1]1[C:5]2=[N:6][CH:7]=[C:8]([C:10]3[CH:11]=[CH:12][C:13]4[N:14]=[CH:15][NH:16][C:17](=O)[C:18]=4[N:19]=3)[CH:9]=[C:4]2[CH:3]=[CH:2]1.[CH2:21]1[C:30]2[C:25](=[CH:26][CH:27]=[CH:28][CH:29]=2)[CH2:24][CH2:23][NH:22]1.F[P-](F)(F)(F)(F)F.N1(O[P+](N(C)C)(N(C)C)N(C)C)C2C=CC=CC=2N=N1.N12CCCN=C1CCCCC2, predict the reaction product. The product is: [CH2:21]1[C:30]2[C:25](=[CH:26][CH:27]=[CH:28][CH:29]=2)[CH2:24][CH2:23][N:22]1[C:17]1[C:18]2[N:19]=[C:10]([C:8]3[CH:9]=[C:4]4[CH:3]=[CH:2][NH:1][C:5]4=[N:6][CH:7]=3)[CH:11]=[CH:12][C:13]=2[N:14]=[CH:15][N:16]=1. (7) Given the reactants C[O:2][C:3](=[O:31])[C:4]1[CH:9]=[CH:8][C:7]([CH2:10][N:11]([CH2:14][C:15]2[CH:20]=[CH:19][C:18]([C@@H:21]3[O:26][C:25]4[CH:27]=[CH:28][CH:29]=[CH:30][C:24]=4[O:23][CH2:22]3)=[CH:17][CH:16]=2)[CH2:12][CH3:13])=[CH:6][CH:5]=1.O[Li].O.CO.O, predict the reaction product. The product is: [O:26]1[C:25]2[CH:27]=[CH:28][CH:29]=[CH:30][C:24]=2[O:23][CH2:22][C@@H:21]1[C:18]1[CH:19]=[CH:20][C:15]([CH2:14][N:11]([CH2:10][C:7]2[CH:6]=[CH:5][C:4]([C:3]([OH:31])=[O:2])=[CH:9][CH:8]=2)[CH2:12][CH3:13])=[CH:16][CH:17]=1. (8) Given the reactants ClC(Cl)(Cl)C([N:5]1[CH2:10][CH2:9][N:8]([C:11]2[CH:16]=[C:15]([S:17]([N:20]3[C:28]4[C:23](=[CH:24][CH:25]=[C:26]([F:29])[CH:27]=4)[C:22]([CH:30]([F:32])[F:31])=[CH:21]3)(=[O:19])=[O:18])[CH:14]=[CH:13][C:12]=2[O:33][CH2:34][C:35]([F:38])([F:37])[F:36])[CH2:7][CH2:6]1)=O.[OH-].[K+], predict the reaction product. The product is: [F:32][CH:30]([F:31])[C:22]1[C:23]2[C:28](=[CH:27][C:26]([F:29])=[CH:25][CH:24]=2)[N:20]([S:17]([C:15]2[CH:14]=[CH:13][C:12]([O:33][CH2:34][C:35]([F:38])([F:37])[F:36])=[C:11]([N:8]3[CH2:9][CH2:10][NH:5][CH2:6][CH2:7]3)[CH:16]=2)(=[O:18])=[O:19])[CH:21]=1. (9) Given the reactants [F:1][C:2]1[CH:27]=[CH:26][CH:25]=[C:24]([F:28])[C:3]=1[CH2:4][O:5][C:6]1[C:7]2[N:8]([C:12]([C:16]([NH:18][CH:19]([CH2:22][OH:23])[CH2:20][OH:21])=[O:17])=[C:13]([CH3:15])[N:14]=2)[CH:9]=[CH:10][CH:11]=1.[H-].[Na+].I[CH2:32][CH2:33][CH3:34].CO, predict the reaction product. The product is: [F:1][C:2]1[CH:27]=[CH:26][CH:25]=[C:24]([F:28])[C:3]=1[CH2:4][O:5][C:6]1[C:7]2[N:8]([C:12]([C:16]([NH:18][CH:19]([CH2:22][O:23][CH2:32][CH2:33][CH3:34])[CH2:20][OH:21])=[O:17])=[C:13]([CH3:15])[N:14]=2)[CH:9]=[CH:10][CH:11]=1. (10) Given the reactants [Cl:1][C:2]1[CH:7]=[CH:6][C:5]([C@@:8]2([OH:16])[CH2:13][CH2:12][NH:11][CH2:10][C:9]2([CH3:15])[CH3:14])=[CH:4][CH:3]=1.[NH:17]([C:25]([O:27][C:28]([CH3:31])([CH3:30])[CH3:29])=[O:26])[C@@H:18]([C:22](O)=[O:23])[CH:19]([CH3:21])[CH3:20].C(Cl)CCl.C1C=CC2N(O)N=NC=2C=1.C(N(CC)CC)C, predict the reaction product. The product is: [Cl:1][C:2]1[CH:7]=[CH:6][C:5]([C@@:8]2([OH:16])[CH2:13][CH2:12][N:11]([C:22](=[O:23])[C@H:18]([NH:17][C:25](=[O:26])[O:27][C:28]([CH3:31])([CH3:30])[CH3:29])[CH:19]([CH3:21])[CH3:20])[CH2:10][C:9]2([CH3:14])[CH3:15])=[CH:4][CH:3]=1.